Dataset: Forward reaction prediction with 1.9M reactions from USPTO patents (1976-2016). Task: Predict the product of the given reaction. Given the reactants [CH3:1][O:2][C:3]1[CH:15]=[CH:14][C:6]([O:7][CH2:8][C:9]2([CH2:12]O)[CH2:11][CH2:10]2)=[CH:5][CH:4]=1.C1(P(C2C=CC=CC=2)C2C=CC=CC=2)C=CC=CC=1.N1C=CN=C1.[I:40]I, predict the reaction product. The product is: [I:40][CH2:12][C:9]1([CH2:8][O:7][C:6]2[CH:14]=[CH:15][C:3]([O:2][CH3:1])=[CH:4][CH:5]=2)[CH2:11][CH2:10]1.